The task is: Predict the product of the given reaction.. This data is from Forward reaction prediction with 1.9M reactions from USPTO patents (1976-2016). (1) Given the reactants F[C:2]1[CH:9]=[C:8]([N+:10]([O-:12])=[O:11])[CH:7]=[CH:6][C:3]=1[C:4]#[N:5].[CH3:13][O:14][C:15](=[O:18])[CH2:16][NH2:17].C(N(CC)CC)C.O, predict the reaction product. The product is: [CH3:13][O:14][C:15](=[O:18])[CH2:16][NH:17][C:2]1[CH:9]=[C:8]([N+:10]([O-:12])=[O:11])[CH:7]=[CH:6][C:3]=1[C:4]#[N:5]. (2) Given the reactants CN(C(ON1N=NC2C=CC=NC1=2)=[N+](C)C)C.F[P-](F)(F)(F)(F)F.[CH3:25][O:26][C:27]1[CH:32]=[CH:31][C:30]([C:33]2[CH:38]=[CH:37][C:36]([C:39]([OH:41])=O)=[C:35]([N+:42]([O-:44])=[O:43])[CH:34]=2)=[CH:29][CH:28]=1.FC(F)(F)C(O)=O.[NH2:52][C@@H:53]([CH:58]1[CH2:62][CH2:61][CH2:60][CH2:59]1)[C:54]([O:56][CH3:57])=[O:55].C(N(C(C)C)CC)(C)C, predict the reaction product. The product is: [CH:58]1([C@H:53]([NH:52][C:39]([C:36]2[CH:37]=[CH:38][C:33]([C:30]3[CH:29]=[CH:28][C:27]([O:26][CH3:25])=[CH:32][CH:31]=3)=[CH:34][C:35]=2[N+:42]([O-:44])=[O:43])=[O:41])[C:54]([O:56][CH3:57])=[O:55])[CH2:59][CH2:60][CH2:61][CH2:62]1.